Dataset: Full USPTO retrosynthesis dataset with 1.9M reactions from patents (1976-2016). Task: Predict the reactants needed to synthesize the given product. (1) Given the product [Cl:30][C:31]1[CH:48]=[CH:47][C:34]2[N:35]([CH2:40][CH2:41][CH2:42][S:43]([CH3:46])(=[O:44])=[O:45])[C:36]([CH2:38][N:9]3[C:10]4[C:15](=[CH:14][CH:13]=[CH:12][CH:11]=4)[C:7]([S:4]([CH:1]4[CH2:3][CH2:2]4)(=[O:6])=[O:5])=[CH:8]3)=[N:37][C:33]=2[CH:32]=1, predict the reactants needed to synthesize it. The reactants are: [CH:1]1([S:4]([C:7]2[C:15]3[C:10](=[CH:11][CH:12]=[CH:13][CH:14]=3)[NH:9][CH:8]=2)(=[O:6])=[O:5])[CH2:3][CH2:2]1.C(S(C1C2C(=CC=CC=2)NC=1)(=O)=O)C.[Cl:30][C:31]1[CH:48]=[CH:47][C:34]2[N:35]([CH2:40][CH2:41][CH2:42][S:43]([CH3:46])(=[O:45])=[O:44])[C:36]([CH2:38]Cl)=[N:37][C:33]=2[CH:32]=1. (2) Given the product [Br:14][C:4]1[N:3]=[C:2]([Cl:1])[C:7]([OH:8])=[CH:6][CH:5]=1, predict the reactants needed to synthesize it. The reactants are: [Cl:1][C:2]1[C:7]([OH:8])=[CH:6][CH:5]=[CH:4][N:3]=1.C([O-])(=O)C.[Na+].[Br:14]Br.